From a dataset of Forward reaction prediction with 1.9M reactions from USPTO patents (1976-2016). Predict the product of the given reaction. Given the reactants C(OC(=O)[NH:7][CH:8]1[CH2:17][CH2:16][C:11]2[N:12]=[C:13]([Br:15])[S:14][C:10]=2[CH2:9]1)(C)(C)C.FC(F)(F)C(O)=O, predict the reaction product. The product is: [Br:15][C:13]1[S:14][C:10]2[CH2:9][CH:8]([NH2:7])[CH2:17][CH2:16][C:11]=2[N:12]=1.